From a dataset of Reaction yield outcomes from USPTO patents with 853,638 reactions. Predict the reaction yield, written as a fraction of the theoretical maximum amount of product (1.0 means a 100% yield; for example, 0.34 means a 34% yield). (1) The catalyst is CN(C)C=O. The reactants are [NH2:1][C:2]1[C:3]([C:8]([NH:10][C:11]2[CH:16]=[CH:15][C:14]([Cl:17])=[CH:13][N:12]=2)=[O:9])=[N:4][CH:5]=[CH:6][CH:7]=1.C(OC([NH:25][CH2:26][CH2:27][O:28][C:29]1[CH:37]=[C:36]([N:38]2[CH2:43][CH2:42][O:41][CH2:40][CH2:39]2)[CH:35]=[CH:34][C:30]=1[C:31](O)=[O:32])=O)(C)(C)C.[F:44][C:45]([F:50])([F:49])[C:46]([O-:48])=[O:47]. The yield is 0.0200. The product is [F:44][C:45]([F:50])([F:49])[C:46]([OH:48])=[O:47].[NH2:25][CH2:26][CH2:27][O:28][C:29]1[CH:37]=[C:36]([N:38]2[CH2:39][CH2:40][O:41][CH2:42][CH2:43]2)[CH:35]=[CH:34][C:30]=1[C:31]([NH:1][C:2]1[C:3]([C:8]([NH:10][C:11]2[CH:16]=[CH:15][C:14]([Cl:17])=[CH:13][N:12]=2)=[O:9])=[N:4][CH:5]=[CH:6][CH:7]=1)=[O:32]. (2) The reactants are [Cl:1][CH2:2][CH2:3][CH2:4][CH2:5][OH:6].[Si:7](Cl)([C:10]([CH3:13])([CH3:12])[CH3:11])([CH3:9])[CH3:8].N1C=CN=C1.CN(C)C=[O:23]. The catalyst is CCCCCC. The product is [Si:7]([O:6][CH:5]([OH:23])[CH2:4][CH2:3][CH2:2][Cl:1])([C:10]([CH3:13])([CH3:12])[CH3:11])([CH3:9])[CH3:8]. The yield is 0.560. (3) The reactants are Cl[C:2]1[CH:7]=[C:6]([NH:8][CH:9]2[CH2:11][CH2:10]2)[N:5]2[N:12]=[CH:13][C:14]([CH:15]=[O:16])=[C:4]2[N:3]=1.[Cl:17][C:18]1[CH:19]=[C:20]([CH:22]=[CH:23][CH:24]=1)[NH2:21]. The catalyst is O1CCOCC1. The product is [Cl:17][C:18]1[CH:19]=[C:20]([NH:21][C:2]2[CH:7]=[C:6]([NH:8][CH:9]3[CH2:11][CH2:10]3)[N:5]3[N:12]=[CH:13][C:14]([CH:15]=[O:16])=[C:4]3[N:3]=2)[CH:22]=[CH:23][CH:24]=1. The yield is 0.110. (4) The reactants are [Br:1][C:2]1[CH:3]=[C:4]([NH:10][C:11]2[CH:16]=[CH:15][C:14]([N:17]3[CH2:22][CH2:21][NH:20][CH2:19][C@H:18]3[CH3:23])=[CH:13][N:12]=2)[C:5](=[O:9])[N:6]([CH3:8])[CH:7]=1.C=O.[BH3-][C:27]#N.[Na+].O. The catalyst is CO.CC(O)=O. The product is [Br:1][C:2]1[CH:3]=[C:4]([NH:10][C:11]2[CH:16]=[CH:15][C:14]([N:17]3[CH2:22][CH2:21][N:20]([CH3:27])[CH2:19][C@H:18]3[CH3:23])=[CH:13][N:12]=2)[C:5](=[O:9])[N:6]([CH3:8])[CH:7]=1. The yield is 0.830.